This data is from Catalyst prediction with 721,799 reactions and 888 catalyst types from USPTO. The task is: Predict which catalyst facilitates the given reaction. (1) Reactant: [O:1]=[C:2]1[C:7]([CH2:8][C:9]([OH:11])=[O:10])=[CH:6][C:5](=[O:12])[NH:4][NH:3]1.[CH3:13]O.Cl. Product: [CH3:13][O:10][C:9](=[O:11])[CH2:8][C:7]1[C:2](=[O:1])[NH:3][NH:4][C:5](=[O:12])[CH:6]=1. The catalyst class is: 12. (2) Reactant: Cl[C:2](Cl)([O:4]C(=O)OC(Cl)(Cl)Cl)Cl.[O:13]1[C:17]2[CH:18]=[CH:19][C:20]([CH2:22][N:23]3[CH2:28][CH2:27][NH:26][CH2:25][CH2:24]3)=[CH:21][C:16]=2[O:15][CH2:14]1.[NH2:29][C:30]1[CH:35]=[C:34]([C:36]2[S:37][CH:38]=[CH:39][CH:40]=2)[CH:33]=[CH:32][C:31]=1[NH:41][C:42](=[O:48])[O:43][C:44]([CH3:47])([CH3:46])[CH3:45]. Product: [O:13]1[C:17]2[CH:18]=[CH:19][C:20]([CH2:22][N:23]3[CH2:24][CH2:25][N:26]([C:2]([NH:29][C:30]4[CH:35]=[C:34]([C:36]5[S:37][CH:38]=[CH:39][CH:40]=5)[CH:33]=[CH:32][C:31]=4[NH:41][C:42](=[O:48])[O:43][C:44]([CH3:45])([CH3:47])[CH3:46])=[O:4])[CH2:27][CH2:28]3)=[CH:21][C:16]=2[O:15][CH2:14]1. The catalyst class is: 202. (3) Reactant: [OH-].[K+].[CH2:3]([F:10])[CH:4]([F:9])[C:5]([F:8])([F:7])[F:6]. Product: [CH2:3]([F:10])[CH:4]([F:9])[C:5]([F:8])([F:7])[F:6].[CH2:3]=[C:4]([F:9])[C:5]([F:8])([F:7])[F:6]. The catalyst class is: 6. (4) Product: [F:13][C:10]([F:11])([F:12])[CH2:9][O:8][C:7]1[CH:6]=[CH:5][C:4]([N:14]2[C:19](=[O:20])[C:18]3[CH:21]=[CH:22][NH:23][C:17]=3[N:16]=[CH:15]2)=[CH:3][CH:2]=1. The catalyst class is: 43. Reactant: Cl[C:2]1[CH:3]=[C:4]([N:14]2[C:19](=[O:20])[C:18]3[CH:21]=[CH:22][NH:23][C:17]=3[N:16]=[CH:15]2)[CH:5]=[CH:6][C:7]=1[O:8][CH2:9][C:10]([F:13])([F:12])[F:11].C([O-])=O.[NH4+]. (5) Reactant: [CH2:1]1[C:5]2([CH2:9][CH2:8][CH2:7][CH2:6]2)[CH:4]=[N:3][N:2]1[C:10]([NH:33][CH2:34][CH3:35])=[N:11][S:12]([C:15]1[CH:20]=[CH:19][C:18]([CH2:21][N:22]2C(=O)C3C(=CC=CC=3)C2=O)=[CH:17][CH:16]=1)(=[O:14])=[O:13].O.NN. Product: [NH2:22][CH2:21][C:18]1[CH:17]=[CH:16][C:15]([S:12]([N:11]=[C:10]([N:2]2[N:3]=[CH:4][C:5]3([CH2:9][CH2:8][CH2:7][CH2:6]3)[CH2:1]2)[NH:33][CH2:34][CH3:35])(=[O:13])=[O:14])=[CH:20][CH:19]=1. The catalyst class is: 14. (6) Reactant: [C:1]([NH:9][C:10]1[C:11]2[N:12]=[CH:13][N:14]([C:33]=2[N:34]=[CH:35][N:36]=1)[C@@H:15]1[O:32][C@H:22]([CH2:23][O:24][Si](C(C)(C)C)(C)C)[C@@H:17]([O:18][CH2:19]SC)[CH2:16]1)(=[O:8])[C:2]1[CH:7]=[CH:6][CH:5]=[CH:4][CH:3]=1.C1CCCCC=1.[N-:43]=[N+:44]=[N-:45].[Na+].[NH4+].[F-]. Product: [C:1]([NH:9][C:10]1[C:11]2[N:12]=[CH:13][N:14]([C:33]=2[N:34]=[CH:35][N:36]=1)[C@@H:15]1[O:32][C@H:22]([CH2:23][OH:24])[C@@H:17]([O:18][CH2:19][N:43]=[N+:44]=[N-:45])[CH2:16]1)(=[O:8])[C:2]1[CH:7]=[CH:6][CH:5]=[CH:4][CH:3]=1. The catalyst class is: 2.